Predict the reactants needed to synthesize the given product. From a dataset of Full USPTO retrosynthesis dataset with 1.9M reactions from patents (1976-2016). (1) Given the product [F:34][C:33]([F:36])([F:35])[S:30]([O:1][C:2]1[CH2:7][CH2:6][CH2:5][CH:4]([C:8]([O:10][CH2:11][CH3:12])=[O:9])[CH:3]=1)(=[O:32])=[O:31], predict the reactants needed to synthesize it. The reactants are: [O:1]=[C:2]1[CH2:7][CH2:6][CH2:5][CH:4]([C:8]([O:10][CH2:11][CH3:12])=[O:9])[CH2:3]1.C[Si]([N-][Si](C)(C)C)(C)C.[Li+].C1C=CC(N([S:30]([C:33]([F:36])([F:35])[F:34])(=[O:32])=[O:31])[S:30]([C:33]([F:36])([F:35])[F:34])(=[O:32])=[O:31])=CC=1. (2) Given the product [Br:7][C:8]1[CH:9]=[CH:10][C:11]([Cl:20])=[C:12]([CH:19]=1)[CH:13]=[O:14], predict the reactants needed to synthesize it. The reactants are: [H-].[H-].[H-].[H-].[Li+].[Al+3].[Br:7][C:8]1[CH:9]=[CH:10][C:11]([Cl:20])=[C:12]([CH:19]=1)[C:13](N(OC)C)=[O:14].[Cl-].[NH4+]. (3) Given the product [OH:8][CH:9]([CH2:21][CH3:22])[CH2:10]/[CH:11]=[C:12](\[CH3:20])/[CH2:13][CH2:14][C:15]([O:17][CH2:18][CH:19]=[CH2:25])=[O:16], predict the reactants needed to synthesize it. The reactants are: [Si]([O:8][CH:9]([CH2:21][CH3:22])[CH2:10]/[CH:11]=[C:12](\[CH3:20])/[CH2:13][CH2:14][C:15]([O:17][CH2:18][CH3:19])=[O:16])(C(C)(C)C)(C)C.[OH-].[Na+].[C:25]([O-])([O-])=O.[K+].[K+].C(Br)C=C.CCCC[N+](CCCC)(CCCC)CCCC.[F-].